Predict which catalyst facilitates the given reaction. From a dataset of Catalyst prediction with 721,799 reactions and 888 catalyst types from USPTO. (1) Reactant: [C:1]1([C:11]2[CH:28]=[CH:27][CH:26]=[CH:25][C:12]=2[CH2:13][N:14]2[CH:19]=[CH:18][CH:17]=[C:16]([C:20]([O:22]C)=[O:21])[C:15]2=[O:24])[C:10]2[C:5](=[CH:6][CH:7]=[CH:8][CH:9]=2)[CH:4]=[CH:3][CH:2]=1.[OH-].[Na+]. Product: [C:1]1([C:11]2[CH:28]=[CH:27][CH:26]=[CH:25][C:12]=2[CH2:13][N:14]2[CH:19]=[CH:18][CH:17]=[C:16]([C:20]([OH:22])=[O:21])[C:15]2=[O:24])[C:10]2[C:5](=[CH:6][CH:7]=[CH:8][CH:9]=2)[CH:4]=[CH:3][CH:2]=1. The catalyst class is: 1. (2) Reactant: [CH3:1][S:2](Cl)(=[O:4])=[O:3].[CH3:6][O:7][CH2:8][C:9]([CH3:13])([CH3:12])[CH2:10][OH:11].C(N(CC)C(C)C)(C)C. Product: [CH3:1][S:2]([O:11][CH2:10][C:9]([CH3:13])([CH3:12])[CH2:8][O:7][CH3:6])(=[O:4])=[O:3]. The catalyst class is: 4. (3) Reactant: [Cl:1][C:2]1[CH:7]=[C:6]([CH2:8][C:9]([O:11][CH3:12])=[O:10])[CH:5]=[CH:4][C:3]=1[C:13]1[C:18]([F:19])=[CH:17][C:16]([OH:20])=[CH:15][C:14]=1[F:21].[F:22][C:23]([F:42])([F:41])[S:24](N(C1C=CC=CC=1)[S:24]([C:23]([F:42])([F:41])[F:22])(=[O:26])=[O:25])(=[O:26])=[O:25].C(=O)([O-])[O-].[K+].[K+]. Product: [Cl:1][C:2]1[CH:7]=[C:6]([CH2:8][C:9]([O:11][CH3:12])=[O:10])[CH:5]=[CH:4][C:3]=1[C:13]1[C:18]([F:19])=[CH:17][C:16]([O:20][S:24]([C:23]([F:42])([F:41])[F:22])(=[O:26])=[O:25])=[CH:15][C:14]=1[F:21]. The catalyst class is: 1.